From a dataset of NCI-60 drug combinations with 297,098 pairs across 59 cell lines. Regression. Given two drug SMILES strings and cell line genomic features, predict the synergy score measuring deviation from expected non-interaction effect. (1) Drug 1: C#CCC(CC1=CN=C2C(=N1)C(=NC(=N2)N)N)C3=CC=C(C=C3)C(=O)NC(CCC(=O)O)C(=O)O. Drug 2: CCC1(C2=C(COC1=O)C(=O)N3CC4=CC5=C(C=CC(=C5CN(C)C)O)N=C4C3=C2)O.Cl. Cell line: A549. Synergy scores: CSS=35.9, Synergy_ZIP=3.23, Synergy_Bliss=4.11, Synergy_Loewe=4.00, Synergy_HSA=4.57. (2) Drug 1: CN(C)C1=NC(=NC(=N1)N(C)C)N(C)C. Drug 2: CC1=C(C(CCC1)(C)C)C=CC(=CC=CC(=CC(=O)O)C)C. Cell line: SF-295. Synergy scores: CSS=7.39, Synergy_ZIP=-2.15, Synergy_Bliss=0.321, Synergy_Loewe=4.39, Synergy_HSA=2.59. (3) Drug 1: CC1=C2C(C(=O)C3(C(CC4C(C3C(C(C2(C)C)(CC1OC(=O)C(C(C5=CC=CC=C5)NC(=O)OC(C)(C)C)O)O)OC(=O)C6=CC=CC=C6)(CO4)OC(=O)C)OC)C)OC. Drug 2: CCC1(CC2CC(C3=C(CCN(C2)C1)C4=CC=CC=C4N3)(C5=C(C=C6C(=C5)C78CCN9C7C(C=CC9)(C(C(C8N6C)(C(=O)OC)O)OC(=O)C)CC)OC)C(=O)OC)O.OS(=O)(=O)O. Cell line: HCT-15. Synergy scores: CSS=52.1, Synergy_ZIP=-2.61, Synergy_Bliss=-6.34, Synergy_Loewe=-25.6, Synergy_HSA=-5.76. (4) Drug 1: C1=CC(=CC=C1CCCC(=O)O)N(CCCl)CCCl. Drug 2: CCC1(CC2CC(C3=C(CCN(C2)C1)C4=CC=CC=C4N3)(C5=C(C=C6C(=C5)C78CCN9C7C(C=CC9)(C(C(C8N6C)(C(=O)OC)O)OC(=O)C)CC)OC)C(=O)OC)O.OS(=O)(=O)O. Cell line: SW-620. Synergy scores: CSS=43.7, Synergy_ZIP=-2.09, Synergy_Bliss=-3.74, Synergy_Loewe=-20.3, Synergy_HSA=-1.13.